Dataset: Forward reaction prediction with 1.9M reactions from USPTO patents (1976-2016). Task: Predict the product of the given reaction. Given the reactants [C:1]([O:5][C:6]([N:8]1[CH2:13][CH:12]=[C:11]([C:14]2[CH:34]=[CH:33][C:17]([CH2:18][N:19]3[CH2:28][CH2:27][C:26]4[C:21](=[CH:22][CH:23]=[C:24]([C:29]([O:31][CH3:32])=[O:30])[CH:25]=4)[CH2:20]3)=[CH:16][CH:15]=2)[CH2:10][CH2:9]1)=[O:7])([CH3:4])([CH3:3])[CH3:2], predict the reaction product. The product is: [C:1]([O:5][C:6]([N:8]1[CH2:13][CH2:12][CH:11]([C:14]2[CH:15]=[CH:16][C:17]([CH2:18][N:19]3[CH2:28][CH2:27][C:26]4[C:21](=[CH:22][CH:23]=[C:24]([C:29]([O:31][CH3:32])=[O:30])[CH:25]=4)[CH2:20]3)=[CH:33][CH:34]=2)[CH2:10][CH2:9]1)=[O:7])([CH3:4])([CH3:2])[CH3:3].